Regression. Given a peptide amino acid sequence and an MHC pseudo amino acid sequence, predict their binding affinity value. This is MHC class I binding data. From a dataset of Peptide-MHC class I binding affinity with 185,985 pairs from IEDB/IMGT. (1) The peptide sequence is QPFLQPQLPY. The MHC is HLA-B53:01 with pseudo-sequence HLA-B53:01. The binding affinity (normalized) is 0.221. (2) The peptide sequence is KILIKIPVTK. The MHC is HLA-A68:01 with pseudo-sequence HLA-A68:01. The binding affinity (normalized) is 0.149. (3) The peptide sequence is PSEDEQQGH. The MHC is HLA-B35:01 with pseudo-sequence HLA-B35:01. The binding affinity (normalized) is 0.0847. (4) The peptide sequence is MVSRLLLNR. The MHC is HLA-A11:01 with pseudo-sequence HLA-A11:01. The binding affinity (normalized) is 0.639. (5) The peptide sequence is HAKYMVTDKT. The MHC is HLA-A02:06 with pseudo-sequence HLA-A02:06. The binding affinity (normalized) is 0. (6) The peptide sequence is DTLKVGNTY. The MHC is HLA-A02:19 with pseudo-sequence HLA-A02:19. The binding affinity (normalized) is 0.0847. (7) The peptide sequence is KLGEFLERL. The MHC is HLA-A02:03 with pseudo-sequence HLA-A02:03. The binding affinity (normalized) is 0.392. (8) The peptide sequence is SRIFEDLVWK. The MHC is HLA-A31:01 with pseudo-sequence HLA-A31:01. The binding affinity (normalized) is 0.165. (9) The peptide sequence is RMVLASTTAK. The MHC is HLA-A33:01 with pseudo-sequence HLA-A33:01. The binding affinity (normalized) is 0.198. (10) The peptide sequence is SASLAALFY. The MHC is HLA-A01:01 with pseudo-sequence HLA-A01:01. The binding affinity (normalized) is 0.689.